This data is from Reaction yield outcomes from USPTO patents with 853,638 reactions. The task is: Predict the reaction yield, written as a fraction of the theoretical maximum amount of product (1.0 means a 100% yield; for example, 0.34 means a 34% yield). (1) The reactants are [C:1]([O:9][CH3:10])(=[O:8])[C:2]1[CH:7]=[CH:6][CH:5]=[CH:4][CH:3]=1.[NH2:11][CH2:12][CH2:13][CH2:14][CH2:15][CH2:16]CO.C(OC(C)C)(C)C. No catalyst specified. The product is [C:1]([O:9][CH2:10][CH2:16][CH2:15][CH2:14][CH2:13][CH2:12][NH2:11])(=[O:8])[C:2]1[CH:7]=[CH:6][CH:5]=[CH:4][CH:3]=1. The yield is 0.820. (2) The reactants are Br[C:2]1[CH:7]=[CH:6][C:5]([C:8]2([OH:21])[CH2:13][CH2:12][N:11]([C:14]([O:16][C:17]([CH3:20])([CH3:19])[CH3:18])=[O:15])[CH2:10][CH2:9]2)=[CH:4][CH:3]=1.[CH3:22][N:23](C=O)C. The product is [C:22]([C:2]1[CH:7]=[CH:6][C:5]([C:8]2([OH:21])[CH2:13][CH2:12][N:11]([C:14]([O:16][C:17]([CH3:20])([CH3:19])[CH3:18])=[O:15])[CH2:10][CH2:9]2)=[CH:4][CH:3]=1)#[N:23]. The catalyst is C1C=CC([P]([Pd]([P](C2C=CC=CC=2)(C2C=CC=CC=2)C2C=CC=CC=2)([P](C2C=CC=CC=2)(C2C=CC=CC=2)C2C=CC=CC=2)[P](C2C=CC=CC=2)(C2C=CC=CC=2)C2C=CC=CC=2)(C2C=CC=CC=2)C2C=CC=CC=2)=CC=1.[C-]#N.[C-]#N.[Zn+2]. The yield is 0.750. (3) The reactants are Br[C:2]1[CH:3]=[C:4]2[C:9](=[CH:10][CH:11]=1)[N:8]=[CH:7][C:6]([C:12]([CH:14]1[CH2:16][CH2:15]1)=[O:13])=[C:5]2[NH:17][C@H:18]1[CH2:23][CH2:22][C@H:21]([NH:24][C:25](=[O:31])[O:26][C:27]([CH3:30])([CH3:29])[CH3:28])[CH2:20][CH2:19]1.[CH3:32][O:33][C:34]1[CH:39]=[C:38](B2OC(C)(C)C(C)(C)O2)[CH:37]=[CH:36][C:35]=1[OH:49]. No catalyst specified. The product is [CH:14]1([C:12]([C:6]2[CH:7]=[N:8][C:9]3[C:4]([C:5]=2[NH:17][C@H:18]2[CH2:23][CH2:22][C@H:21]([NH:24][C:25](=[O:31])[O:26][C:27]([CH3:29])([CH3:30])[CH3:28])[CH2:20][CH2:19]2)=[CH:3][C:2]([C:38]2[CH:37]=[CH:36][C:35]([OH:49])=[C:34]([O:33][CH3:32])[CH:39]=2)=[CH:11][CH:10]=3)=[O:13])[CH2:16][CH2:15]1. The yield is 0.850. (4) The yield is 0.530. The catalyst is C1(C)C=CC=CC=1. The product is [Cl:1][C:2]1[CH:7]=[CH:6][C:5]([S:8]([CH:11]([C:12]2[CH:17]=[C:16]([F:18])[CH:15]=[CH:14][C:13]=2[F:19])[CH2:26][CH2:25][C:21]2[S:20][CH:24]=[CH:23][CH:22]=2)(=[O:10])=[O:9])=[CH:4][CH:3]=1. The reactants are [Cl:1][C:2]1[CH:7]=[CH:6][C:5]([S:8]([CH2:11][C:12]2[CH:17]=[C:16]([F:18])[CH:15]=[CH:14][C:13]=2[F:19])(=[O:10])=[O:9])=[CH:4][CH:3]=1.[S:20]1[CH:24]=[CH:23][CH:22]=[C:21]1[CH2:25][CH2:26]O.C(C=P(CCCC)(CCCC)CCCC)#N.CCCCCC.